Regression. Given two drug SMILES strings and cell line genomic features, predict the synergy score measuring deviation from expected non-interaction effect. From a dataset of NCI-60 drug combinations with 297,098 pairs across 59 cell lines. (1) Drug 1: CC12CCC(CC1=CCC3C2CCC4(C3CC=C4C5=CN=CC=C5)C)O. Drug 2: CN(C(=O)NC(C=O)C(C(C(CO)O)O)O)N=O. Cell line: CCRF-CEM. Synergy scores: CSS=-2.62, Synergy_ZIP=-2.69, Synergy_Bliss=-11.3, Synergy_Loewe=-14.2, Synergy_HSA=-11.4. (2) Synergy scores: CSS=13.8, Synergy_ZIP=-5.96, Synergy_Bliss=-4.39, Synergy_Loewe=-5.44, Synergy_HSA=-2.08. Cell line: BT-549. Drug 2: C(CN)CNCCSP(=O)(O)O. Drug 1: C(=O)(N)NO. (3) Drug 1: CN1C2=C(C=C(C=C2)N(CCCl)CCCl)N=C1CCCC(=O)O.Cl. Drug 2: CN(C(=O)NC(C=O)C(C(C(CO)O)O)O)N=O. Cell line: 786-0. Synergy scores: CSS=2.31, Synergy_ZIP=0.756, Synergy_Bliss=3.09, Synergy_Loewe=0.703, Synergy_HSA=0.838. (4) Drug 1: C1=CC(=C2C(=C1NCCNCCO)C(=O)C3=C(C=CC(=C3C2=O)O)O)NCCNCCO. Drug 2: CS(=O)(=O)OCCCCOS(=O)(=O)C. Cell line: SN12C. Synergy scores: CSS=46.1, Synergy_ZIP=0.779, Synergy_Bliss=2.63, Synergy_Loewe=-19.8, Synergy_HSA=4.17. (5) Cell line: OVCAR-4. Drug 2: N.N.Cl[Pt+2]Cl. Drug 1: C1=NNC2=C1C(=O)NC=N2. Synergy scores: CSS=28.6, Synergy_ZIP=0.581, Synergy_Bliss=0.611, Synergy_Loewe=-24.8, Synergy_HSA=0.148. (6) Drug 1: CCC1=CC2CC(C3=C(CN(C2)C1)C4=CC=CC=C4N3)(C5=C(C=C6C(=C5)C78CCN9C7C(C=CC9)(C(C(C8N6C)(C(=O)OC)O)OC(=O)C)CC)OC)C(=O)OC.C(C(C(=O)O)O)(C(=O)O)O. Drug 2: CC1CCC2CC(C(=CC=CC=CC(CC(C(=O)C(C(C(=CC(C(=O)CC(OC(=O)C3CCCCN3C(=O)C(=O)C1(O2)O)C(C)CC4CCC(C(C4)OC)O)C)C)O)OC)C)C)C)OC. Cell line: HT29. Synergy scores: CSS=74.4, Synergy_ZIP=-7.25, Synergy_Bliss=-5.61, Synergy_Loewe=-4.13, Synergy_HSA=-2.66. (7) Drug 1: CC1=C2C(C(=O)C3(C(CC4C(C3C(C(C2(C)C)(CC1OC(=O)C(C(C5=CC=CC=C5)NC(=O)C6=CC=CC=C6)O)O)OC(=O)C7=CC=CC=C7)(CO4)OC(=O)C)O)C)OC(=O)C. Drug 2: CC12CCC3C(C1CCC2O)C(CC4=C3C=CC(=C4)O)CCCCCCCCCS(=O)CCCC(C(F)(F)F)(F)F. Cell line: CAKI-1. Synergy scores: CSS=1.66, Synergy_ZIP=8.99, Synergy_Bliss=-3.99, Synergy_Loewe=-1.11, Synergy_HSA=-2.93. (8) Drug 1: C1CCN(CC1)CCOC2=CC=C(C=C2)C(=O)C3=C(SC4=C3C=CC(=C4)O)C5=CC=C(C=C5)O. Drug 2: C1CN(CCN1C(=O)CCBr)C(=O)CCBr. Cell line: SK-MEL-28. Synergy scores: CSS=-0.220, Synergy_ZIP=1.61, Synergy_Bliss=5.38, Synergy_Loewe=-2.15, Synergy_HSA=-1.43.